This data is from Peptide-MHC class II binding affinity with 134,281 pairs from IEDB. The task is: Regression. Given a peptide amino acid sequence and an MHC pseudo amino acid sequence, predict their binding affinity value. This is MHC class II binding data. (1) The peptide sequence is DYLILKNLTGLVSAG. The MHC is DRB5_0101 with pseudo-sequence DRB5_0101. The binding affinity (normalized) is 0.632. (2) The peptide sequence is EGATPEAKYDAYVAT. The MHC is DRB1_1201 with pseudo-sequence DRB1_1201. The binding affinity (normalized) is 0. (3) The peptide sequence is KRIVKLVNDVGAVVN. The MHC is HLA-DQA10501-DQB10301 with pseudo-sequence HLA-DQA10501-DQB10301. The binding affinity (normalized) is 0.211. (4) The peptide sequence is EKKYFATTQFEPLAA. The MHC is HLA-DPA10301-DPB10402 with pseudo-sequence HLA-DPA10301-DPB10402. The binding affinity (normalized) is 1.00.